From a dataset of Forward reaction prediction with 1.9M reactions from USPTO patents (1976-2016). Predict the product of the given reaction. (1) Given the reactants [Cl:1][C:2]1[CH:3]=[C:4]([C:9]2([CH3:24])[CH:18]([C:19]([O:21][CH3:22])=[O:20])[C:17](=[O:23])[C:16]3[C:11](=[CH:12][CH:13]=[CH:14][CH:15]=3)[O:10]2)[CH:5]=[CH:6][C:7]=1[Cl:8].[BH4-].[Na+], predict the reaction product. The product is: [Cl:1][C:2]1[CH:3]=[C:4]([C:9]2([CH3:24])[CH:18]([C:19]([O:21][CH3:22])=[O:20])[CH:17]([OH:23])[C:16]3[C:11](=[CH:12][CH:13]=[CH:14][CH:15]=3)[O:10]2)[CH:5]=[CH:6][C:7]=1[Cl:8]. (2) Given the reactants Br[CH:2]1[C:7](=[O:8])[CH2:6][CH:5]([CH3:9])[CH2:4][C:3]1=O.C([O-])(=O)C.[Na+].[NH2:16][C:17]([NH2:19])=[S:18], predict the reaction product. The product is: [NH2:19][C:17]1[S:18][C:2]2[C:7](=[O:8])[CH2:6][CH:5]([CH3:9])[CH2:4][C:3]=2[N:16]=1. (3) Given the reactants [Cl:1][C:2]1[C:7]2[O:8][C:9]3[CH2:14][CH2:13][N:12]([C:15]([O:17][C:18]([CH3:21])([CH3:20])[CH3:19])=[O:16])[CH2:11][C:10]=3[C:6]=2[CH:5]=[C:4](Br)[CH:3]=1.[F:23][C:24]1[CH:25]=[C:26]([S:30]([O-:32])=[O:31])[CH:27]=[CH:28][CH:29]=1.[Na+], predict the reaction product. The product is: [Cl:1][C:2]1[C:7]2[O:8][C:9]3[CH2:14][CH2:13][N:12]([C:15]([O:17][C:18]([CH3:21])([CH3:20])[CH3:19])=[O:16])[CH2:11][C:10]=3[C:6]=2[CH:5]=[C:4]([S:30]([C:26]2[CH:27]=[CH:28][CH:29]=[C:24]([F:23])[CH:25]=2)(=[O:32])=[O:31])[CH:3]=1. (4) Given the reactants [CH3:1][O:2][C:3]1[CH:4]=[C:5]2[CH:11]=[C:10]([C:12]([OH:14])=[O:13])[NH:9][C:6]2=[CH:7][N:8]=1.S(=O)(=O)(O)O.[CH3:20]O, predict the reaction product. The product is: [CH3:1][O:2][C:3]1[CH:4]=[C:5]2[CH:11]=[C:10]([C:12]([O:14][CH3:20])=[O:13])[NH:9][C:6]2=[CH:7][N:8]=1. (5) Given the reactants [CH3:1][NH:2][C:3]([C@@H:5]1[CH2:10][CH2:9][CH2:8][C@H:7]([C:11]([O:13][CH3:14])=[O:12])[CH2:6]1)=O.[N-:15]=[N+:16]=[N-:17].[Na+].FC(F)(F)S(OS(C(F)(F)F)(=O)=O)(=O)=O.C(=O)(O)[O-].[Na+], predict the reaction product. The product is: [CH3:1][N:2]1[C:3]([C@@H:5]2[CH2:10][CH2:9][CH2:8][C@H:7]([C:11]([O:13][CH3:14])=[O:12])[CH2:6]2)=[N:17][N:16]=[N:15]1. (6) Given the reactants Br[C:2]1[CH:3]=[CH:4][C:5]([C:8]([O:10][CH3:11])=[O:9])=[N:6][CH:7]=1.C(N(CC)CC)C.[CH:19]1([C:22]#[CH:23])[CH2:21][CH2:20]1, predict the reaction product. The product is: [CH:19]1([C:22]#[C:23][C:2]2[CH:3]=[CH:4][C:5]([C:8]([O:10][CH3:11])=[O:9])=[N:6][CH:7]=2)[CH2:21][CH2:20]1. (7) The product is: [ClH:1].[ClH:1].[NH2:32][C@H:33]1[CH2:38][CH2:37][C@H:36]([NH:39][C:2]2[N:10]=[C:9]3[C:5]([N:6]=[CH:7][N:8]3[CH:11]3[CH2:15][CH2:14][CH2:13][CH2:12]3)=[C:4]([NH:16][CH2:17][CH2:18][NH:19][C:20](=[O:31])[C:21]3[CH:26]=[CH:25][C:24]([C:27]([F:30])([F:28])[F:29])=[CH:23][CH:22]=3)[N:3]=2)[CH2:35][CH2:34]1. Given the reactants [Cl:1][C:2]1[N:10]=[C:9]2[C:5]([N:6]=[CH:7][N:8]2[CH:11]2[CH2:15][CH2:14][CH2:13][CH2:12]2)=[C:4]([NH:16][CH2:17][CH2:18][NH:19][C:20](=[O:31])[C:21]2[CH:26]=[CH:25][C:24]([C:27]([F:30])([F:29])[F:28])=[CH:23][CH:22]=2)[N:3]=1.[NH2:32][C@H:33]1[CH2:38][CH2:37][C@H:36]([NH2:39])[CH2:35][CH2:34]1, predict the reaction product. (8) Given the reactants [OH:1][CH:2]([C:8]1[S:9][C:10]2[CH:22]=[CH:21][CH:20]=[CH:19][C:11]=2[C:12]=1[C:13]1[CH:18]=[CH:17][CH:16]=[CH:15][CH:14]=1)[C:3]([O:5][CH2:6][CH3:7])=[O:4].[C:23](Br)([CH3:26])([CH3:25])[CH3:24], predict the reaction product. The product is: [C:23]([O:1][CH:2]([C:8]1[S:9][C:10]2[CH:22]=[CH:21][CH:20]=[CH:19][C:11]=2[C:12]=1[C:13]1[CH:18]=[CH:17][CH:16]=[CH:15][CH:14]=1)[C:3]([O:5][CH2:6][CH3:7])=[O:4])([CH3:26])([CH3:25])[CH3:24]. (9) Given the reactants Cl[C:2]1[CH:3]=[CH:4][C:5]2[C:34]3[C:10](=[C:11]4[C:31](=[CH:32][CH:33]=3)[C:15]3[N:16]=[C:17]([C@@H:19]5[CH2:23][CH2:22][CH2:21][N:20]5[C:24]([O:26][C:27]([CH3:30])([CH3:29])[CH3:28])=[O:25])[NH:18][C:14]=3[CH:13]=[CH:12]4)[O:9][CH2:8][C:6]=2[CH:7]=1.[B:35]1([B:35]2[O:39][C:38]([CH3:41])([CH3:40])[C:37]([CH3:43])([CH3:42])[O:36]2)[O:39][C:38]([CH3:41])([CH3:40])[C:37]([CH3:43])([CH3:42])[O:36]1.CC(C1C=C(C(C)C)C(C2C=CC=CC=2P(C2CCCCC2)C2CCCCC2)=C(C(C)C)C=1)C.C([O-])(=O)C.[K+], predict the reaction product. The product is: [CH3:42][C:37]1([CH3:43])[C:38]([CH3:41])([CH3:40])[O:39][B:35]([C:2]2[CH:3]=[CH:4][C:5]3[C:34]4[C:10](=[C:11]5[C:31](=[CH:32][CH:33]=4)[C:15]4[N:16]=[C:17]([C@@H:19]6[CH2:23][CH2:22][CH2:21][N:20]6[C:24]([O:26][C:27]([CH3:30])([CH3:29])[CH3:28])=[O:25])[NH:18][C:14]=4[CH:13]=[CH:12]5)[O:9][CH2:8][C:6]=3[CH:7]=2)[O:36]1. (10) Given the reactants [O:1]=[C:2]1[C:7]([C:8]2[O:9][C:10]3[C:11](=[C:13]([C:17]([OH:19])=O)[CH:14]=[CH:15][CH:16]=3)[N:12]=2)=[CH:6][CH:5]=[CH:4][NH:3]1.Cl.C(N=C=NCCCN(C)C)C.ON1C2C=CC=CC=2N=N1.Cl.Cl.[NH2:44][C@H:45]1[CH:50]2[CH2:51][CH2:52][N:47]([CH2:48][CH2:49]2)[CH2:46]1.C(N(CC)CC)C, predict the reaction product. The product is: [N:47]12[CH2:52][CH2:51][CH:50]([CH2:49][CH2:48]1)[C@H:45]([NH:44][C:17]([C:13]1[CH:14]=[CH:15][CH:16]=[C:10]3[O:9][C:8]([C:7]4[C:2](=[O:1])[NH:3][CH:4]=[CH:5][CH:6]=4)=[N:12][C:11]=13)=[O:19])[CH2:46]2.